Dataset: Reaction yield outcomes from USPTO patents with 853,638 reactions. Task: Predict the reaction yield, written as a fraction of the theoretical maximum amount of product (1.0 means a 100% yield; for example, 0.34 means a 34% yield). (1) The reactants are OC(C=C)C[O:4][C@H:5]1[CH2:10][CH2:9][C@H:8]([N:11]2[C:16](=[O:17])[C:15]([CH2:18][C:19]3[CH:24]=[CH:23][C:22]([C:25]4[C:26]([C:31]#[N:32])=[CH:27][CH:28]=[CH:29][CH:30]=4)=[CH:21][CH:20]=3)=[C:14]([CH2:33][CH2:34][CH3:35])[N:13]3[N:36]=[CH:37][N:38]=[C:12]23)[CH2:7][CH2:6]1.N1C(C)=CC=[CH:43][C:42]=1[CH3:48].FC(F)(F)S([O:54][Si:55]([C:58]([CH3:61])([CH3:60])[CH3:59])([CH3:57])[CH3:56])(=O)=O.Cl.I([O-])(=O)(=O)=[O:66].[Na+]. The catalyst is [Os](=O)(=O)(=O)=O.O.C(#N)C.CC(C)=O.O1CCCC1. The product is [Si:55]([O:54][CH:42]([CH:43]=[O:66])[CH2:48][O:4][C@H:5]1[CH2:6][CH2:7][C@H:8]([N:11]2[C:16](=[O:17])[C:15]([CH2:18][C:19]3[CH:20]=[CH:21][C:22]([C:25]4[C:26]([C:31]#[N:32])=[CH:27][CH:28]=[CH:29][CH:30]=4)=[CH:23][CH:24]=3)=[C:14]([CH2:33][CH2:34][CH3:35])[N:13]3[N:36]=[CH:37][N:38]=[C:12]23)[CH2:9][CH2:10]1)([C:58]([CH3:61])([CH3:60])[CH3:59])([CH3:57])[CH3:56]. The yield is 0.830. (2) The reactants are [F:1][C:2]([F:25])([F:24])[C:3]1[CH:19]=[C:18]([C:20]([F:23])([F:22])[F:21])[CH:17]=[CH:16][C:4]=1[CH2:5][O:6][C:7]1[CH:14]=[CH:13][C:10]([CH:11]=[O:12])=[CH:9][C:8]=1[OH:15].C(=O)([O-])[O-].[K+].[K+].Br[CH2:33][CH:34]([CH3:36])[CH3:35].O. The catalyst is CN(C=O)C. The product is [F:1][C:2]([F:24])([F:25])[C:3]1[CH:19]=[C:18]([C:20]([F:23])([F:22])[F:21])[CH:17]=[CH:16][C:4]=1[CH2:5][O:6][C:7]1[CH:14]=[CH:13][C:10]([CH:11]=[O:12])=[CH:9][C:8]=1[O:15][CH2:33][CH:34]([CH3:36])[CH3:35]. The yield is 0.550. (3) The reactants are [CH:1]12[CH2:10][CH:5]3[CH2:6][CH:7]([CH2:9][CH:3]([CH2:4]3)[CH:2]1[CH2:11][C:12]([NH:14][C:15]1[CH:24]=[CH:23][CH:22]=[C:21]3[C:16]=1[CH:17]=[CH:18]O[C:20]3=[O:25])=[O:13])[CH2:8]2.[NH3:26]. The catalyst is C(O)C. The product is [CH:3]12[CH2:4][CH:5]3[CH2:6][CH:7]([CH2:8][CH:1]([CH2:10]3)[CH:2]1[CH2:11][C:12]([NH:14][C:15]1[CH:24]=[CH:23][CH:22]=[C:21]3[C:16]=1[CH:17]=[CH:18][NH:26][C:20]3=[O:25])=[O:13])[CH2:9]2. The yield is 0.450. (4) The reactants are ClC1C=CC=C(C(OO)=[O:9])C=1.[CH2:12]([O:19][C:20]([N:22]1[CH2:28][CH:27]=[CH:26][CH2:25][CH2:24][CH:23]1[CH3:29])=[O:21])[C:13]1[CH:18]=[CH:17][CH:16]=[CH:15][CH:14]=1. The catalyst is C(Cl)Cl. The product is [CH2:12]([O:19][C:20]([N:22]1[C@H:23]([CH3:29])[CH2:24][CH2:25][C@H:26]2[C@@H:27]([O:9]2)[CH2:28]1)=[O:21])[C:13]1[CH:14]=[CH:15][CH:16]=[CH:17][CH:18]=1. The yield is 0.750. (5) The yield is 0.270. The product is [Cl:1][C:2]1[CH:10]=[C:9]2[C:5]([CH:6]=[C:7]([CH3:11])[NH:8]2)=[CH:4][CH:3]=1. The reactants are [Cl:1][C:2]1[CH:10]=[C:9]2[C:5]([CH:6]=[C:7]([CH2:11]O)[NH:8]2)=[CH:4][CH:3]=1.FC(F)(F)C(O)=O.C([SiH](CC)CC)C. The catalyst is ClCCCl. (6) The catalyst is CN(C=O)C. The product is [OH:12][C:11]1[C:7]2[S:8][CH:9]=[CH:10][C:6]=2[S:5][C:4]=1[C:3]([O:2][CH3:1])=[O:15]. The reactants are [CH3:1][O:2][C:3](=[O:15])[CH2:4][S:5][C:6]1[CH:10]=[CH:9][S:8][C:7]=1[C:11](OC)=[O:12].CC(C)([O-])C.[Na+].Cl. The yield is 0.760. (7) The reactants are [C:1]([O:5][C:6]([N:8]1[C@@H:12]([CH2:13][C:14]2[CH:19]=[CH:18][CH:17]=[CH:16][CH:15]=2)[C:11](=[O:20])[O:10][CH2:9]1)=[O:7])([CH3:4])([CH3:3])[CH3:2].Br[CH2:22][Cl:23].C([Li])CCC.S([O-])(O)(=O)=O.[K+]. The product is [C:1]([O:5][C:6]([N:8]1[C@@H:12]([CH2:13][C:14]2[CH:15]=[CH:16][CH:17]=[CH:18][CH:19]=2)[C:11]([CH2:22][Cl:23])([OH:20])[O:10][CH2:9]1)=[O:7])([CH3:4])([CH3:2])[CH3:3]. The yield is 1.00. The catalyst is CCCCCC.O1CCCC1. (8) The reactants are [CH3:1][O:2][C:3]1[CH:24]=[CH:23][C:6]([CH2:7][N:8]2[CH:12]=[C:11]3[C:13](=O)[CH:14](Br)[CH2:15][O:16][CH:17]([CH:18]([CH3:20])[CH3:19])[C:10]3=[N:9]2)=[CH:5][CH:4]=1.[CH3:25][C:26]1[CH:31]=[CH:30][N:29]=[C:28]([NH:32][C:33]([NH2:35])=[S:34])[N:27]=1. The catalyst is CCO. The product is [CH:18]([CH:17]1[C:10]2[C:11](=[CH:12][N:8]([CH2:7][C:6]3[CH:23]=[CH:24][C:3]([O:2][CH3:1])=[CH:4][CH:5]=3)[N:9]=2)[C:13]2[N:35]=[C:33]([NH:32][C:28]3[N:27]=[C:26]([CH3:25])[CH:31]=[CH:30][N:29]=3)[S:34][C:14]=2[CH2:15][O:16]1)([CH3:20])[CH3:19]. The yield is 0.330. (9) The yield is 0.0500. The catalyst is C(#N)C. The reactants are [OH:1][CH2:2][C:3]1[CH:4]=[C:5]([NH:11][C:12]([C:14]2[N:15]=[N:16][N:17]([CH2:20][C:21]3[CH:26]=[CH:25][C:24]([Cl:27])=[C:23]([Cl:28])[CH:22]=3)[C:18]=2[CH3:19])=O)[CH:6]=[C:7]([CH2:9][OH:10])[CH:8]=1. The product is [Cl:28][C:23]1[CH:22]=[C:21]([CH2:20][N:17]2[C:18]([CH3:19])=[C:14]([CH2:12][NH:11][C:5]3[CH:6]=[C:7]([CH2:9][OH:10])[CH:8]=[C:3]([CH2:2][OH:1])[CH:4]=3)[N:15]=[N:16]2)[CH:26]=[CH:25][C:24]=1[Cl:27]. (10) The reactants are Br[C:2]1[CH:3]=[C:4]2[C:9](=[N:10][CH:11]=1)[NH:8][C:7](=[O:12])[CH2:6][CH2:5]2.[CH3:13][N:14]([CH2:19][C:20]1[C:28]2[C:23](=[CH:24][CH:25]=[CH:26][CH:27]=2)[NH:22][C:21]=1[CH3:29])[C:15](=[O:18])[CH:16]=[CH2:17].C(N(C(C)C)C(C)C)C. The catalyst is C(#N)CC.C([O-])(=O)C.[Pd+2].C([O-])(=O)C. The product is [CH3:13][N:14]([CH2:19][C:20]1[C:28]2[C:23](=[CH:24][CH:25]=[CH:26][CH:27]=2)[NH:22][C:21]=1[CH3:29])[C:15](=[O:18])/[CH:16]=[CH:17]/[C:2]1[CH:11]=[N:10][C:9]2[NH:8][C:7](=[O:12])[CH2:6][CH2:5][C:4]=2[CH:3]=1. The yield is 0.650.